Dataset: Full USPTO retrosynthesis dataset with 1.9M reactions from patents (1976-2016). Task: Predict the reactants needed to synthesize the given product. (1) Given the product [CH2:1]([C@@H:8]1[CH2:15][CH2:14][CH2:13][NH:12][C:11](=[S:40])[CH2:10][N:9]1[S:17]([C:20]1[CH:25]=[CH:24][CH:23]=[CH:22][C:21]=1[O:26][C:27]([F:30])([F:29])[F:28])(=[O:19])=[O:18])[C:2]1[CH:7]=[CH:6][CH:5]=[CH:4][CH:3]=1, predict the reactants needed to synthesize it. The reactants are: [CH2:1]([C@@H:8]1[CH2:15][CH2:14][CH2:13][NH:12][C:11](=O)[CH2:10][N:9]1[S:17]([C:20]1[CH:25]=[CH:24][CH:23]=[CH:22][C:21]=1[O:26][C:27]([F:30])([F:29])[F:28])(=[O:19])=[O:18])[C:2]1[CH:7]=[CH:6][CH:5]=[CH:4][CH:3]=1.COC1C=CC(P2(=S)SP(=S)(C3C=CC(OC)=CC=3)[S:40]2)=CC=1.C([O-])(O)=O.[Na+]. (2) The reactants are: Cl[C:2]1[CH:9]=[CH:8][C:5]([C:6]#[N:7])=[CH:4][N:3]=1.FC(F)(F)C(O)=O.[NH2:17][CH2:18][CH2:19][CH2:20][O:21][C:22]1[CH:23]=[C:24]2[C:28](=[CH:29][CH:30]=1)[C@H:27]([CH2:31][C:32]([O:34][CH2:35][CH3:36])=[O:33])[CH2:26][CH2:25]2. Given the product [C:6]([C:5]1[CH:8]=[CH:9][C:2]([NH:17][CH2:18][CH2:19][CH2:20][O:21][C:22]2[CH:23]=[C:24]3[C:28](=[CH:29][CH:30]=2)[C@H:27]([CH2:31][C:32]([O:34][CH2:35][CH3:36])=[O:33])[CH2:26][CH2:25]3)=[N:3][CH:4]=1)#[N:7], predict the reactants needed to synthesize it. (3) The reactants are: [CH3:13][C:12]([O:11][C:9](O[C:9]([O:11][C:12]([CH3:15])([CH3:14])[CH3:13])=[O:10])=[O:10])([CH3:15])[CH3:14].[OH:16][C:17]1[CH:22]=[CH:21][C:20]([NH:23][CH2:24][C:25]([OH:27])=[O:26])=[CH:19][CH:18]=1.C([O-])(O)=O.[Na+]. Given the product [C:9]([N:23]([C:20]1[CH:21]=[CH:22][C:17]([OH:16])=[CH:18][CH:19]=1)[CH2:24][C:25]([OH:27])=[O:26])([O:11][C:12]([CH3:13])([CH3:14])[CH3:15])=[O:10], predict the reactants needed to synthesize it. (4) Given the product [CH3:26][CH:25]1[CH2:24][CH2:23][CH:22]([CH3:27])[N:21]1[C:18]1[CH:19]=[CH:20][C:15]([NH:14][C:12]([C:11]([NH:10][C:7]([C:5]2[S:6][C:2]([Br:1])=[CH:3][CH:4]=2)=[O:9])([CH3:28])[CH3:29])=[O:13])=[CH:16][CH:17]=1, predict the reactants needed to synthesize it. The reactants are: [Br:1][C:2]1[S:6][C:5]([C:7]([OH:9])=O)=[CH:4][CH:3]=1.[NH2:10][C:11]([CH3:29])([CH3:28])[C:12]([NH:14][C:15]1[CH:20]=[CH:19][C:18]([N:21]2[CH:25]([CH3:26])[CH2:24][CH2:23][CH:22]2[CH3:27])=[CH:17][CH:16]=1)=[O:13].CN(C(ON1N=NC2C=CC=CC1=2)=[N+](C)C)C.[B-](F)(F)(F)F.CN1CCOCC1. (5) The reactants are: Cl[C:2]1[C:7]([N+:8]([O-:10])=[O:9])=[CH:6][CH:5]=[CH:4][N:3]=1.[N:11]([CH2:14][CH2:15][NH2:16])([CH3:13])[CH3:12]. Given the product [CH3:12][N:11]([CH3:13])[CH2:14][CH2:15][NH:16][C:2]1[C:7]([N+:8]([O-:10])=[O:9])=[CH:6][CH:5]=[CH:4][N:3]=1, predict the reactants needed to synthesize it. (6) Given the product [CH2:13]([O:15][C:16]([C:18]1[C:19](=[O:41])[C:20]2[CH:25]=[N:24][C:23]([NH:8][C:7]3[CH:9]=[CH:10][CH:11]=[C:5]([N:4]([CH3:12])[CH3:3])[CH:6]=3)=[N:22][C:21]=2[N:30]([C:32]2[CH:33]=[C:34]3[C:38](=[CH:39][CH:40]=2)[CH2:37][CH2:36][CH2:35]3)[CH:31]=1)=[O:17])[CH3:14], predict the reactants needed to synthesize it. The reactants are: Cl.Cl.[CH3:3][N:4]([CH3:12])[C:5]1[CH:6]=[C:7]([CH:9]=[CH:10][CH:11]=1)[NH2:8].[CH2:13]([O:15][C:16]([C:18]1[C:19](=[O:41])[C:20]2[CH:25]=[N:24][C:23](S(C)(=O)=O)=[N:22][C:21]=2[N:30]([C:32]2[CH:33]=[C:34]3[C:38](=[CH:39][CH:40]=2)[CH2:37][CH2:36][CH2:35]3)[CH:31]=1)=[O:17])[CH3:14].C(N(CC)CC)C.